This data is from Reaction yield outcomes from USPTO patents with 853,638 reactions. The task is: Predict the reaction yield, written as a fraction of the theoretical maximum amount of product (1.0 means a 100% yield; for example, 0.34 means a 34% yield). The reactants are [C:1]([C:3]1[CH:8]=[C:7]([N+:9]([O-])=O)[CH:6]=[CH:5][C:4]=1[S:12]([NH:15][C:16]1[CH:17]=[CH:18][C:19]2[CH2:23][O:22][B:21]([OH:24])[C:20]=2[CH:25]=1)(=[O:14])=[O:13])#[N:2]. The catalyst is CO.CS(C)=O.[Ni]. The product is [NH2:9][C:7]1[CH:6]=[CH:5][C:4]([S:12]([NH:15][C:16]2[CH:17]=[CH:18][C:19]3[CH2:23][O:22][B:21]([OH:24])[C:20]=3[CH:25]=2)(=[O:13])=[O:14])=[C:3]([C:1]#[N:2])[CH:8]=1. The yield is 0.276.